This data is from Forward reaction prediction with 1.9M reactions from USPTO patents (1976-2016). The task is: Predict the product of the given reaction. (1) Given the reactants C([O:8][C:9]1[CH:14]=[CH:13][C:12](/[CH:15]=[CH:16]/[C:17]2[S:21][C:20]([C:22]3[CH:27]=[CH:26][C:25]([C:28]([F:31])([F:30])[F:29])=[CH:24][CH:23]=3)=[N:19][C:18]=2[CH3:32])=[CH:11][C:10]=1[CH3:33])C1C=CC=CC=1, predict the reaction product. The product is: [CH3:33][C:10]1[CH:11]=[C:12]([CH2:15][CH2:16][C:17]2[S:21][C:20]([C:22]3[CH:27]=[CH:26][C:25]([C:28]([F:31])([F:30])[F:29])=[CH:24][CH:23]=3)=[N:19][C:18]=2[CH3:32])[CH:13]=[CH:14][C:9]=1[OH:8]. (2) Given the reactants [I:1][C:2]1[CH:3]=[C:4]([N+:9]([O-:11])=[O:10])[C:5](Cl)=[N:6][CH:7]=1.[F-:12].[K+].CN(C=O)C, predict the reaction product. The product is: [I:1][C:2]1[CH:3]=[C:4]([N+:9]([O-:11])=[O:10])[C:5]([F:12])=[N:6][CH:7]=1. (3) Given the reactants [NH2:1][C:2]1[CH:10]=[C:9]2[C:5]([CH:6]=[C:7]([C:11]([OH:13])=[O:12])[NH:8]2)=[CH:4][C:3]=1[O:14][CH2:15][C:16]1[CH:21]=[CH:20][CH:19]=[CH:18][CH:17]=1.C(OCC)(=O)C.C(=O)(O)[O-].[Na+].[CH2:33](O)[CH2:34][CH:35]([CH3:37])[CH3:36], predict the reaction product. The product is: [CH3:36][CH:35]([CH3:37])[CH2:34][CH2:33][O:12][C:11]([C:7]1[NH:8][C:9]2[C:5]([CH:6]=1)=[CH:4][C:3]([O:14][CH2:15][C:16]1[CH:21]=[CH:20][CH:19]=[CH:18][CH:17]=1)=[C:2]([NH2:1])[CH:10]=2)=[O:13]. (4) Given the reactants [Br:1][C:2]1[C:3]([N:10]([CH:12]2[CH2:17][CH2:16][CH2:15][CH2:14][CH2:13]2)[NH2:11])=[N:4][C:5]([C:8]#[N:9])=[N:6][CH:7]=1.CCN(C(C)C)C(C)C.[Cl:27][CH2:28][C:29]1[CH:30]=[C:31]([C:35]2[CH:36]=[C:37]([C:41](Cl)=[O:42])[CH:38]=[N:39][CH:40]=2)[CH:32]=[CH:33][CH:34]=1, predict the reaction product. The product is: [Br:1][C:2]1[C:3]([N:10]([CH:12]2[CH2:13][CH2:14][CH2:15][CH2:16][CH2:17]2)[NH:11][C:41]([C:37]2[CH:38]=[N:39][CH:40]=[C:35]([C:31]3[CH:32]=[CH:33][CH:34]=[C:29]([CH2:28][Cl:27])[CH:30]=3)[CH:36]=2)=[O:42])=[N:4][C:5]([C:8]#[N:9])=[N:6][CH:7]=1. (5) Given the reactants [NH:1]1[C:9]2[C:4](=[CH:5][CH:6]=[CH:7][CH:8]=2)[CH:3]=[C:2]1[C:10]([O:12]CC)=O.[NH:15]1C2C(=CC=CC=2)C=C1C(OC)=O.CO.C(Cl)Cl, predict the reaction product. The product is: [NH:1]1[C:9]2[C:4](=[CH:5][CH:6]=[CH:7][CH:8]=2)[CH:3]=[C:2]1[C:10]([NH2:15])=[O:12]. (6) Given the reactants [Br:1][C:2]1[CH:3]=[C:4]([NH:8]N)[CH:5]=[CH:6][CH:7]=1.[C:10]([N:17]1[CH2:22][CH2:21][C:20](=O)[CH2:19][CH2:18]1)([O:12][C:13]([CH3:16])([CH3:15])[CH3:14])=[O:11].Cl.CC(OC(OC(OC(C)(C)C)=O)=O)(C)C.C(N(CC)CC)C, predict the reaction product. The product is: [Br:1][C:2]1[CH:7]=[CH:6][C:5]2[C:19]3[CH2:18][N:17]([C:10]([O:12][C:13]([CH3:16])([CH3:15])[CH3:14])=[O:11])[CH2:22][CH2:21][C:20]=3[NH:8][C:4]=2[CH:3]=1. (7) Given the reactants [NH2:1][C:2]1[CH:7]=[CH:6][C:5]([N:8]2[C:12]([CH3:14])([CH3:13])[C:11](=[O:15])[N:10]([C:16]3[CH:23]=[CH:22][C:19]([C:20]#[N:21])=[C:18]([C:24]([F:27])([F:26])[F:25])[CH:17]=3)[C:9]2=[S:28])=[CH:4][CH:3]=1.[CH3:29][S:30](Cl)(=[O:32])=[O:31].N1C=CC=CC=1, predict the reaction product. The product is: [C:20]([C:19]1[CH:22]=[CH:23][C:16]([N:10]2[C:11](=[O:15])[C:12]([CH3:14])([CH3:13])[N:8]([C:5]3[CH:4]=[CH:3][C:2]([NH:1][S:30]([CH3:29])(=[O:32])=[O:31])=[CH:7][CH:6]=3)[C:9]2=[S:28])=[CH:17][C:18]=1[C:24]([F:26])([F:27])[F:25])#[N:21].